From a dataset of Full USPTO retrosynthesis dataset with 1.9M reactions from patents (1976-2016). Predict the reactants needed to synthesize the given product. (1) Given the product [Br:10][CH2:19][CH2:18][CH2:17][CH:16]([C:20]([F:23])([F:22])[F:21])[CH2:15][CH:14]([C:24]([F:25])([F:26])[F:27])[CH2:13][C:12]([F:11])([C:28]([F:29])([F:30])[F:31])[C:32]([F:33])([F:34])[F:35], predict the reactants needed to synthesize it. The reactants are: N[C@H](C(O)=O)C(S)(C)C.[BrH:10].[F:11][C:12]([C:32]([F:35])([F:34])[F:33])([C:28]([F:31])([F:30])[F:29])[CH2:13][CH:14]([C:24]([F:27])([F:26])[F:25])[CH2:15][CH:16]([C:20]([F:23])([F:22])[F:21])[CH2:17][CH:18]=[CH2:19]. (2) Given the product [CH3:11][O:10][C:4]1[CH:3]=[C:2]([C:26]([C:28]2[CH:29]=[C:30]3[C:35](=[CH:36][CH:37]=2)[N:34]=[CH:33][CH:32]=[CH:31]3)=[O:27])[CH:7]=[C:6]([O:8][CH3:9])[CH:5]=1, predict the reactants needed to synthesize it. The reactants are: Br[C:2]1[CH:7]=[C:6]([O:8][CH3:9])[CH:5]=[C:4]([O:10][CH3:11])[CH:3]=1.C([Li])CCC.CCCCCC.CON(C)[C:26]([C:28]1[CH:29]=[C:30]2[C:35](=[CH:36][CH:37]=1)[N:34]=[CH:33][CH:32]=[CH:31]2)=[O:27]. (3) Given the product [CH2:1]([O:8][C:9](=[O:35])[N:10]([CH2:21][CH2:22][C:23]([N:25]([CH:29]1[CH2:30][CH2:31][CH2:32][CH2:33][CH2:34]1)[CH2:26][CH2:27][NH:48][CH2:47][CH2:46][C:38]1[C:37]([CH3:36])=[CH:45][N:44]2[C:39]=1[CH:40]=[CH:41][CH:42]=[CH:43]2)=[O:24])[CH2:11][CH2:12][C:13]1[CH:18]=[CH:17][CH:16]=[C:15]([Cl:19])[C:14]=1[Cl:20])[C:2]1[CH:7]=[CH:6][CH:5]=[CH:4][CH:3]=1, predict the reactants needed to synthesize it. The reactants are: [CH2:1]([O:8][C:9](=[O:35])[N:10]([CH2:21][CH2:22][C:23]([N:25]([CH:29]1[CH2:34][CH2:33][CH2:32][CH2:31][CH2:30]1)[CH2:26][CH:27]=O)=[O:24])[CH2:11][CH2:12][C:13]1[CH:18]=[CH:17][CH:16]=[C:15]([Cl:19])[C:14]=1[Cl:20])[C:2]1[CH:7]=[CH:6][CH:5]=[CH:4][CH:3]=1.[CH3:36][C:37]1[C:38]([CH2:46][CH2:47][NH2:48])=[C:39]2[N:44]([CH:45]=1)[CH:43]=[CH:42][CH:41]=[CH:40]2.C([BH3-])#N.[Na+].C(OCC)(=O)C. (4) The reactants are: [C:1]1(/[C:7](/[C:17]2[CH:22]=[CH:21][C:20]([CH:23]=[CH:24][C:25](O)=[O:26])=[CH:19][CH:18]=2)=[C:8](/[C:11]2[CH:16]=[CH:15][CH:14]=[CH:13][CH:12]=2)\[CH2:9][CH3:10])[CH:6]=[CH:5][CH:4]=[CH:3][CH:2]=1.[F:28][C:29]([F:36])([F:35])[CH2:30][S:31]([NH2:34])(=[O:33])=[O:32]. Given the product [C:1]1([C:7]([C:17]2[CH:22]=[CH:21][C:20]([CH:23]=[CH:24][C:25]([NH:34][S:31]([CH2:30][C:29]([F:36])([F:35])[F:28])(=[O:33])=[O:32])=[O:26])=[CH:19][CH:18]=2)=[C:8]([C:11]2[CH:16]=[CH:15][CH:14]=[CH:13][CH:12]=2)[CH2:9][CH3:10])[CH:2]=[CH:3][CH:4]=[CH:5][CH:6]=1, predict the reactants needed to synthesize it. (5) Given the product [CH:28]([O:27][C:24]1[CH:25]=[CH:26][C:21]([C:20]([N:9]2[CH2:10][CH2:11][C:12]3([C:13]4[CH:18]=[CH:17][CH:16]=[CH:15][CH:14]=4)[CH:7]([CH2:6][O:5]3)[CH2:8]2)=[O:32])=[CH:22][C:23]=1[CH3:31])([CH3:29])[CH3:30], predict the reactants needed to synthesize it. The reactants are: CS([O:5][CH2:6][CH:7]1[C:12](O)([C:13]2[CH:18]=[CH:17][CH:16]=[CH:15][CH:14]=2)[CH2:11][CH2:10][N:9]([C:20](=[O:32])[C:21]2[CH:26]=[CH:25][C:24]([O:27][CH:28]([CH3:30])[CH3:29])=[C:23]([CH3:31])[CH:22]=2)[CH2:8]1)(=O)=O.[H-].[Na+]. (6) Given the product [CH:2]([CH:3]1[N:8]([S:9]([C:12]2[CH:17]=[CH:16][CH:15]=[CH:14][CH:13]=2)(=[O:11])=[O:10])[CH2:7][CH2:6][N:5]([C:18]([O:20][C:21]([CH3:24])([CH3:23])[CH3:22])=[O:19])[CH2:4]1)=[O:1], predict the reactants needed to synthesize it. The reactants are: [OH:1][CH2:2][CH:3]1[N:8]([S:9]([C:12]2[CH:17]=[CH:16][CH:15]=[CH:14][CH:13]=2)(=[O:11])=[O:10])[CH2:7][CH2:6][N:5]([C:18]([O:20][C:21]([CH3:24])([CH3:23])[CH3:22])=[O:19])[CH2:4]1.CC(OI1(OC(C)=O)(OC(C)=O)OC(=O)C2C=CC=CC1=2)=O. (7) Given the product [CH2:13]([O:15][C:16]([C@@H:18]1[CH2:27][C@@H:26]2[C@@H:21]([CH2:22][CH2:23][C@H:24]([CH2:28][N:9]3[CH:10]=[C:6]([C:4]([O:3][CH2:1][CH3:2])=[O:5])[N:7]=[CH:8]3)[CH2:25]2)[CH2:20][NH:19]1)=[O:17])[CH3:14], predict the reactants needed to synthesize it. The reactants are: [CH2:1]([O:3][C:4]([C:6]1[N:7]=[CH:8][NH:9][CH:10]=1)=[O:5])[CH3:2].[H-].[Na+].[CH2:13]([O:15][C:16]([C@@H:18]1[CH2:27][C@@H:26]2[C@@H:21]([CH2:22][CH2:23][C@H:24]([CH2:28]OS(C3C=CC=C([N+]([O-])=O)C=3)(=O)=O)[CH2:25]2)[CH2:20][N:19]1C(OC)=O)=[O:17])[CH3:14]. (8) Given the product [Br:24][CH2:2][CH2:3][N:4]([CH2:20][CH2:21][OH:22])[C:5]1[C:6]([N+:17]([O-:19])=[O:18])=[CH:7][C:8]([N+:14]([O-:16])=[O:15])=[C:9]([CH:13]=1)[C:10]([NH2:12])=[O:11], predict the reactants needed to synthesize it. The reactants are: Cl[CH2:2][CH2:3][N:4]([CH2:20][CH2:21][OH:22])[C:5]1[C:6]([N+:17]([O-:19])=[O:18])=[CH:7][C:8]([N+:14]([O-:16])=[O:15])=[C:9]([CH:13]=1)[C:10]([NH2:12])=[O:11].[Li+].[Br-:24].O. (9) The reactants are: Cl.[CH:2]1([C:5](=[NH:7])[NH2:6])[CH2:4][CH2:3]1.[OH-:8].[Na+]. Given the product [CH:2]1([C:5]2[N:6]=[CH:4][C:2]([CH:5]=[O:8])=[CH:3][N:7]=2)[CH2:4][CH2:3]1, predict the reactants needed to synthesize it. (10) Given the product [ClH:1].[CH3:2][O:4][C:5]1[CH:6]=[CH:17][C:16]2[CH2:10][CH2:11][NH:12][CH2:13][CH2:14][C:15]=2[CH:20]=1, predict the reactants needed to synthesize it. The reactants are: [Cl:1][C:2]([O:4][CH:5](Cl)[CH3:6])=O.CO[CH:10]1[C:16]2[CH:17]=CC=[CH:20][C:15]=2[CH2:14][CH2:13][N:12](C)[CH2:11]1.